Dataset: Reaction yield outcomes from USPTO patents with 853,638 reactions. Task: Predict the reaction yield, written as a fraction of the theoretical maximum amount of product (1.0 means a 100% yield; for example, 0.34 means a 34% yield). (1) The reactants are [NH2:1][CH2:2][C:3]([OH:5])=[O:4].[OH-].[Na+].[F:8][C:9]1[CH:10]=[C:11]([CH:15]=[CH:16][C:17]=1[F:18])[C:12](Cl)=[O:13].Cl. The catalyst is C1COCC1.CCOC(C)=O. The product is [F:8][C:9]1[CH:10]=[C:11]([CH:15]=[CH:16][C:17]=1[F:18])[C:12]([NH:1][CH2:2][C:3]([OH:5])=[O:4])=[O:13]. The yield is 0.960. (2) The reactants are [CH3:1][CH:2]([N:4]1[C:12](/[CH:13]=[CH:14]/[C@H:15]([OH:24])[CH2:16][C@H:17]([OH:23])[CH2:18][C:19]([O:21]C)=[O:20])=[C:11]([C:25]2[CH:30]=[CH:29][C:28]([F:31])=[CH:27][CH:26]=2)[C:10]2[C:5]1=[CH:6][CH:7]=[CH:8][CH:9]=2)[CH3:3].[OH-].[Na+:33].C(#N)C. The catalyst is CO. The product is [CH3:3][CH:2]([N:4]1[C:12](/[CH:13]=[CH:14]/[CH:15]([OH:24])[CH2:16][CH:17]([OH:23])[CH2:18][C:19]([O-:21])=[O:20])=[C:11]([C:25]2[CH:26]=[CH:27][C:28]([F:31])=[CH:29][CH:30]=2)[C:10]2[CH:9]=[CH:8][CH:7]=[CH:6][C:5]1=2)[CH3:1].[Na+:33]. The yield is 0.834. (3) The reactants are [NH2:1][C:2](=[O:42])[CH2:3][C:4]1[CH:41]=[CH:40][CH:39]=[CH:38][C:5]=1[CH2:6][CH2:7][C:8]1[C:13]([C:14]([F:17])([F:16])[F:15])=[CH:12][N:11]=[C:10]([NH:18][C:19]2[CH:24]=[CH:23][C:22]([CH:25]3[CH2:30][CH2:29][CH2:28][N:27](C(OC(C)(C)C)=O)[CH2:26]3)=[CH:21][CH:20]=2)[N:9]=1.FC(F)(F)C(O)=O. The catalyst is C(Cl)Cl. The product is [NH:27]1[CH2:28][CH2:29][CH2:30][CH:25]([C:22]2[CH:23]=[CH:24][C:19]([NH:18][C:10]3[N:9]=[C:8]([CH2:7][CH2:6][C:5]4[CH:38]=[CH:39][CH:40]=[CH:41][C:4]=4[CH2:3][C:2]([NH2:1])=[O:42])[C:13]([C:14]([F:17])([F:15])[F:16])=[CH:12][N:11]=3)=[CH:20][CH:21]=2)[CH2:26]1. The yield is 0.720. (4) The reactants are [C:1]([O:5][C:6](=[O:29])[NH:7][C@H:8]1[CH2:16][CH2:15][CH2:14][C@H:13]([CH2:17][CH2:18]O)[C@@H:12]([O:20][C:21]2[CH:26]=[CH:25][CH:24]=[CH:23][CH:22]=2)[C@H:11]([CH3:27])[O:10][C:9]1=[O:28])([CH3:4])([CH3:3])[CH3:2].[N+:30]([C:33]1[CH:38]=[CH:37][CH:36]=[CH:35][C:34]=1[Se:39]C#N)([O-:32])=[O:31].C(P(CCCC)CCCC)CCC.[Na+].[Cl-]. The catalyst is C1COCC1. The product is [C:1]([O:5][C:6](=[O:29])[NH:7][C@H:8]1[CH2:16][CH2:15][CH2:14][C@H:13]([CH2:17][CH2:18][Se:39][C:34]2[CH:35]=[CH:36][CH:37]=[CH:38][C:33]=2[N+:30]([O-:32])=[O:31])[C@@H:12]([O:20][C:21]2[CH:26]=[CH:25][CH:24]=[CH:23][CH:22]=2)[C@H:11]([CH3:27])[O:10][C:9]1=[O:28])([CH3:3])([CH3:2])[CH3:4]. The yield is 0.890.